From a dataset of Reaction yield outcomes from USPTO patents with 853,638 reactions. Predict the reaction yield, written as a fraction of the theoretical maximum amount of product (1.0 means a 100% yield; for example, 0.34 means a 34% yield). (1) The reactants are CC1(C)[O:6][CH:5]([C:7]([O:9][C@@H:10]2[CH2:15][C@H:14]([CH3:16])[CH2:13][CH2:12][C@H:11]2[CH:17]([CH3:19])[CH3:18])=[O:8])[CH2:4][O:3]1. The catalyst is C(O)C. The product is [OH:6][CH:5]([CH2:4][OH:3])[C:7]([O:9][C@@H:10]1[CH2:15][C@H:14]([CH3:16])[CH2:13][CH2:12][C@H:11]1[CH:17]([CH3:18])[CH3:19])=[O:8]. The yield is 1.00. (2) The reactants are C([O:5][C:6]([CH:8]1[CH:12]([C:13]2[CH:18]=[CH:17][CH:16]=[C:15]([Cl:19])[C:14]=2[F:20])[C:11]([C:23]2[CH:28]=[CH:27][C:26]([Cl:29])=[C:25]([F:30])[CH:24]=2)([C:21]#[N:22])[CH:10]([CH2:31][C:32]([CH3:35])([CH3:34])[CH3:33])[NH:9]1)=[O:7])(C)(C)C.OS(O)(=O)=O. No catalyst specified. The product is [Cl:19][C:15]1[C:14]([F:20])=[C:13]([CH:12]2[C:11]([C:23]3[CH:28]=[CH:27][C:26]([Cl:29])=[C:25]([F:30])[CH:24]=3)([C:21]#[N:22])[CH:10]([CH2:31][C:32]([CH3:34])([CH3:35])[CH3:33])[NH:9][CH:8]2[C:6]([OH:7])=[O:5])[CH:18]=[CH:17][CH:16]=1. The yield is 0.981. (3) The reactants are [CH:1]([O:4][C:5]1[CH:25]=[CH:24][C:8]([O:9][C:10]2[CH:15]=[CH:14][C:13]([C:16]3[CH:20]=[C:19]([CH:21]([NH2:23])[CH3:22])[O:18][N:17]=3)=[CH:12][CH:11]=2)=[CH:7][CH:6]=1)([CH3:3])[CH3:2].ClC(Cl)(Cl)[C:28]([N:30]=C=O)=[O:29]. The catalyst is ClCCl. The product is [CH:1]([O:4][C:5]1[CH:25]=[CH:24][C:8]([O:9][C:10]2[CH:15]=[CH:14][C:13]([C:16]3[CH:20]=[C:19]([CH:21]([NH:23][C:28]([NH2:30])=[O:29])[CH3:22])[O:18][N:17]=3)=[CH:12][CH:11]=2)=[CH:7][CH:6]=1)([CH3:2])[CH3:3]. The yield is 0.670.